Predict the reactants needed to synthesize the given product. From a dataset of Full USPTO retrosynthesis dataset with 1.9M reactions from patents (1976-2016). (1) Given the product [Cl-:31].[CH3:20][C:19]1[CH:18]=[C:17]([CH3:21])[CH:16]=[C:15]([CH3:22])[C:14]=1[C:12]([P:11]([CH2:34][CH2:33][C:32]([O:36][CH2:37][CH2:38][N+:39]([CH3:40])([CH3:42])[CH3:41])=[O:35])([C:9](=[O:10])[C:2]1[C:3]([CH3:8])=[CH:4][C:5]([CH3:7])=[CH:6][C:1]=1[CH3:23])=[O:44])=[O:13], predict the reactants needed to synthesize it. The reactants are: [C:1]1([CH3:23])[CH:6]=[C:5]([CH3:7])[CH:4]=[C:3]([CH3:8])[C:2]=1[C:9]([PH:11][C:12]([C:14]1[C:19]([CH3:20])=[CH:18][C:17]([CH3:21])=[CH:16][C:15]=1[CH3:22])=[O:13])=[O:10].CCN(CC)CC.[Cl-:31].[C:32]([O:36][CH2:37][CH2:38][N+:39]([CH3:42])([CH3:41])[CH3:40])(=[O:35])[CH:33]=[CH2:34].Cl.[OH:44]O. (2) Given the product [C:1]([N:8]1[CH2:9][CH2:10][N:11]([C:14]2[CH:19]=[CH:18][CH:17]=[CH:16][C:15]=2[N:20]([CH2:27][CH:28]([CH3:30])[CH3:29])[S:21]([CH3:24])(=[O:23])=[O:22])[CH2:12][CH2:13]1)([O:3][C:4]([CH3:7])([CH3:6])[CH3:5])=[O:2], predict the reactants needed to synthesize it. The reactants are: [C:1]([N:8]1[CH2:13][CH2:12][N:11]([C:14]2[CH:19]=[CH:18][CH:17]=[CH:16][C:15]=2[NH:20][S:21]([CH3:24])(=[O:23])=[O:22])[CH2:10][CH2:9]1)([O:3][C:4]([CH3:7])([CH3:6])[CH3:5])=[O:2].[H-].[Na+].[CH2:27](I)[CH:28]([CH3:30])[CH3:29].